From a dataset of Forward reaction prediction with 1.9M reactions from USPTO patents (1976-2016). Predict the product of the given reaction. (1) The product is: [NH:25]([C:42]([O:44][CH2:45][CH:46]1[C:58]2[C:53](=[CH:54][CH:55]=[CH:56][CH:57]=2)[C:52]2[C:47]1=[CH:48][CH:49]=[CH:50][CH:51]=2)=[O:43])[C@@H:26]([C:39]([NH:1][C@H:2]([C:7]([NH:9][C@H:10]([C:15]([O:17][CH2:18][C:19]1[CH:24]=[CH:23][CH:22]=[CH:21][CH:20]=1)=[O:16])[CH2:11][CH:12]([CH3:13])[CH3:14])=[O:8])[CH2:3][CH:4]([CH3:5])[CH3:6])=[O:40])[CH2:27][CH2:28][CH2:29][CH2:30][NH:31][C:32]([O:34][C:35]([CH3:36])([CH3:38])[CH3:37])=[O:33]. Given the reactants [NH2:1][C@H:2]([C:7]([NH:9][C@H:10]([C:15]([O:17][CH2:18][C:19]1[CH:24]=[CH:23][CH:22]=[CH:21][CH:20]=1)=[O:16])[CH2:11][CH:12]([CH3:14])[CH3:13])=[O:8])[CH2:3][CH:4]([CH3:6])[CH3:5].[NH:25]([C:42]([O:44][CH2:45][CH:46]1[C:58]2[C:53](=[CH:54][CH:55]=[CH:56][CH:57]=2)[C:52]2[C:47]1=[CH:48][CH:49]=[CH:50][CH:51]=2)=[O:43])[C@@H:26]([C:39](O)=[O:40])[CH2:27][CH2:28][CH2:29][CH2:30][NH:31][C:32]([O:34][C:35]([CH3:38])([CH3:37])[CH3:36])=[O:33].CCN=C=NCCCN(C)C.Cl, predict the reaction product. (2) Given the reactants [OH:1][CH2:2][C:3]1([NH:9][C:10](=[O:20])[CH2:11][C:12]2[CH:17]=[CH:16][C:15]([O:18][CH3:19])=[CH:14][CH:13]=2)[CH2:8][CH2:7][CH2:6][CH2:5][CH2:4]1.O, predict the reaction product. The product is: [CH:2]([C:3]1([NH:9][C:10](=[O:20])[CH2:11][C:12]2[CH:13]=[CH:14][C:15]([O:18][CH3:19])=[CH:16][CH:17]=2)[CH2:8][CH2:7][CH2:6][CH2:5][CH2:4]1)=[O:1]. (3) Given the reactants [OH:1][CH:2]([C:22]1[C:31]2[C:26](=[CH:27][CH:28]=[C:29]([O:32][CH3:33])[CH:30]=2)[N:25]=[CH:24][C:23]=1[F:34])[CH2:3][CH2:4][CH:5]1[CH2:10][CH2:9][N:8](C(OC(C)(C)C)=O)[CH2:7][CH:6]1[CH2:18][C:19]([OH:21])=[O:20].S(Cl)([Cl:37])=O, predict the reaction product. The product is: [ClH:37].[ClH:37].[OH:1][CH:2]([C:22]1[C:31]2[C:26](=[CH:27][CH:28]=[C:29]([O:32][CH3:33])[CH:30]=2)[N:25]=[CH:24][C:23]=1[F:34])[CH2:3][CH2:4][CH:5]1[CH2:10][CH2:9][NH:8][CH2:7][CH:6]1[CH2:18][C:19]([OH:21])=[O:20]. (4) Given the reactants [OH:1][C:2]1[CH:7]=[C:6]([OH:8])[CH:5]=[CH:4][C:3]=1[C:9](=O)[CH2:10][CH3:11], predict the reaction product. The product is: [CH2:9]([C:3]1[CH:4]=[CH:5][C:6]([OH:8])=[CH:7][C:2]=1[OH:1])[CH2:10][CH3:11]. (5) Given the reactants [Cl:1][C:2]1[CH:3]=[C:4]([N:8]2[C:12]([C:13]3[CH:18]=[CH:17][CH:16]=[C:15]([O:19][C:20]([F:23])([F:22])[F:21])[CH:14]=3)=[CH:11][C:10]([C:24]([O:26]CC)=[O:25])=[N:9]2)[CH:5]=[CH:6][CH:7]=1.[OH-].[Li+], predict the reaction product. The product is: [Cl:1][C:2]1[CH:3]=[C:4]([N:8]2[C:12]([C:13]3[CH:18]=[CH:17][CH:16]=[C:15]([O:19][C:20]([F:23])([F:22])[F:21])[CH:14]=3)=[CH:11][C:10]([C:24]([OH:26])=[O:25])=[N:9]2)[CH:5]=[CH:6][CH:7]=1. (6) Given the reactants [Cl-:1].[Al+3].[Cl-].[Cl-].[Br:5][C:6]1[CH:11]=[CH:10][C:9]([CH:12](O)[CH2:13][NH:14][CH3:15])=[CH:8][CH:7]=1.O, predict the reaction product. The product is: [Br:5][C:6]1[CH:11]=[CH:10][C:9]([CH:12]([C:6]2[CH:11]=[CH:10][C:9]([Cl:1])=[CH:8][CH:7]=2)[CH2:13][NH:14][CH3:15])=[CH:8][CH:7]=1. (7) Given the reactants Cl[C:2]([O:4][C:5]1[CH:10]=[CH:9][CH:8]=[CH:7][CH:6]=1)=[O:3].[Cl:11][C:12]1[CH:17]=[CH:16][C:15]([S:18]([C:21]([C:24]2[CH:29]=[C:28]([N:30]3[CH2:35][CH2:34][O:33][CH2:32][C@@H:31]3[CH3:36])[N:27]=[C:26]([C:37]3[CH:43]=[CH:42][C:40]([NH2:41])=[CH:39][CH:38]=3)[N:25]=2)([CH3:23])[CH3:22])(=[O:20])=[O:19])=[CH:14][CH:13]=1.C(=O)([O-])O.[Na+], predict the reaction product. The product is: [Cl:11][C:12]1[CH:17]=[CH:16][C:15]([S:18]([C:21]([C:24]2[CH:29]=[C:28]([N:30]3[CH2:35][CH2:34][O:33][CH2:32][C@@H:31]3[CH3:36])[N:27]=[C:26]([C:37]3[CH:38]=[CH:39][C:40]([NH:41][C:2](=[O:3])[O:4][C:5]4[CH:10]=[CH:9][CH:8]=[CH:7][CH:6]=4)=[CH:42][CH:43]=3)[N:25]=2)([CH3:22])[CH3:23])(=[O:19])=[O:20])=[CH:14][CH:13]=1. (8) Given the reactants [OH:1][C:2]1[CH:3]=[C:4]2[C:9](=[CH:10][CH:11]=1)[CH:8]=[C:7]([C@:12]1([CH3:18])[CH2:16][O:15][C:14](=[O:17])[NH:13]1)[CH:6]=[CH:5]2.O1CCCC1.[C:24]([C@H:28]1[CH2:33][CH2:32][C@H:31](O)[CH2:30][CH2:29]1)([CH3:27])([CH3:26])[CH3:25].C1(P(C2C=CC=CC=2)C2C=CC=CC=2)C=CC=CC=1.N(C(OC(C)C)=O)=NC(OC(C)C)=O, predict the reaction product. The product is: [C:24]([C@@H:28]1[CH2:33][CH2:32][C@H:31]([O:1][C:2]2[CH:3]=[C:4]3[C:9](=[CH:10][CH:11]=2)[CH:8]=[C:7]([C@:12]2([CH3:18])[CH2:16][O:15][C:14](=[O:17])[NH:13]2)[CH:6]=[CH:5]3)[CH2:30][CH2:29]1)([CH3:27])([CH3:26])[CH3:25]. (9) Given the reactants [Cl:1][C:2]1[C:7]2[N:8]=[CH:9][C:10](=O)[NH:11][C:6]=2[CH:5]=[CH:4][N:3]=1.P(Cl)(Cl)([Cl:15])=O, predict the reaction product. The product is: [Cl:15][C:10]1[N:11]=[C:6]2[CH:5]=[CH:4][N:3]=[C:2]([Cl:1])[C:7]2=[N:8][CH:9]=1. (10) Given the reactants [NH2:1][C@H:2]1[CH2:7][CH2:6][N:5]([C:8]2[CH:9]=[CH:10][C:11]([O:18][CH3:19])=[C:12]([CH:17]=2)[C:13]([O:15][CH3:16])=[O:14])[CH2:4][C@H:3]1[O:20][CH3:21].[Cl:22][C:23]1[N:24]=[C:25]([C:30](O)=[O:31])[NH:26][C:27]=1[CH2:28][CH3:29].CCN=C=NCCCN(C)C.Cl.C1C=CC2N(O)N=NC=2C=1, predict the reaction product. The product is: [Cl:22][C:23]1[N:24]=[C:25]([C:30]([NH:1][C@H:2]2[CH2:7][CH2:6][N:5]([C:8]3[CH:9]=[CH:10][C:11]([O:18][CH3:19])=[C:12]([CH:17]=3)[C:13]([O:15][CH3:16])=[O:14])[CH2:4][C@H:3]2[O:20][CH3:21])=[O:31])[NH:26][C:27]=1[CH2:28][CH3:29].